From a dataset of Forward reaction prediction with 1.9M reactions from USPTO patents (1976-2016). Predict the product of the given reaction. (1) The product is: [Cl:7][C:8]1[S:12][C:11]([CH2:13][O:14][C:15]2[C:16]([F:29])=[CH:17][C:18]([CH2:22][CH2:23][CH2:24][OH:25])=[CH:19][C:20]=2[F:21])=[C:10]([C:30]2[CH:31]=[CH:32][C:33]([Cl:36])=[CH:34][CH:35]=2)[CH:9]=1. Given the reactants [H-].[H-].[H-].[H-].[Li+].[Al+3].[Cl:7][C:8]1[S:12][C:11]([CH2:13][O:14][C:15]2[C:20]([F:21])=[CH:19][C:18]([CH2:22][CH2:23][C:24](OCC)=[O:25])=[CH:17][C:16]=2[F:29])=[C:10]([C:30]2[CH:35]=[CH:34][C:33]([Cl:36])=[CH:32][CH:31]=2)[CH:9]=1, predict the reaction product. (2) Given the reactants C([O:3][C:4](=[O:20])[CH2:5][CH:6]([N:10]1[C:14]2[CH:15]=[CH:16][CH:17]=[CH:18][C:13]=2[NH:12][C:11]1=[O:19])CCC)C.C(OC([N:28]1[C:36]2[C:31](=[C:32]([Cl:37])[CH:33]=[CH:34][CH:35]=2)[C:30]([CH2:38]O)=[CH:29]1)=O)(C)(C)C.CC(OC(/N=N/C(OC(C)C)=O)=O)C, predict the reaction product. The product is: [Cl:37][C:32]1[CH:33]=[CH:34][CH:35]=[C:36]2[C:31]=1[C:30]([CH2:38][N:12]1[C:13]3[CH:18]=[CH:17][CH:16]=[CH:15][C:14]=3[N:10]([CH2:6][CH2:5][C:4]([OH:3])=[O:20])[C:11]1=[O:19])=[CH:29][NH:28]2. (3) Given the reactants [F-].C([N+](CCCC)(CCCC)CCCC)CCC.[Si]([O:26][CH:27]([C:55]1[CH:62]=[CH:61][C:58]([C:59]#[N:60])=[CH:57][CH:56]=1)[CH2:28][O:29][CH2:30][C:31]1[N:32]=[CH:33][N:34]([C:36]([C:49]2[CH:54]=[CH:53][CH:52]=[CH:51][CH:50]=2)([C:43]2[CH:48]=[CH:47][CH:46]=[CH:45][CH:44]=2)[C:37]2[CH:42]=[CH:41][CH:40]=[CH:39][CH:38]=2)[CH:35]=1)(C(C)(C)C)(C)C, predict the reaction product. The product is: [OH:26][CH:27]([C:55]1[CH:56]=[CH:57][C:58]([C:59]#[N:60])=[CH:61][CH:62]=1)[CH2:28][O:29][CH2:30][C:31]1[N:32]=[CH:33][N:34]([C:36]([C:43]2[CH:44]=[CH:45][CH:46]=[CH:47][CH:48]=2)([C:37]2[CH:42]=[CH:41][CH:40]=[CH:39][CH:38]=2)[C:49]2[CH:50]=[CH:51][CH:52]=[CH:53][CH:54]=2)[CH:35]=1. (4) Given the reactants [NH:1]1[C:5]2=[CH:6][N:7]=[CH:8][CH:9]=[C:4]2[CH2:3][C:2]1=[O:10].Cl[C:12]1[CH:17]=[CH:16][C:15]([CH2:18][N:19]2[CH2:24][CH2:23][O:22][CH2:21][CH2:20]2)=[CH:14][N+:13]=1[O-], predict the reaction product. The product is: [O:22]1[CH2:23][CH2:24][N:19]([CH2:18][C:15]2[CH:16]=[CH:17][C:12]([C:3]3[C:4]4[C:5](=[CH:6][N:7]=[CH:8][CH:9]=4)[NH:1][C:2]=3[OH:10])=[N:13][CH:14]=2)[CH2:20][CH2:21]1. (5) Given the reactants [CH:1]1([C:4]2[CH:10]=[CH:9][CH:8]=[C:7]([CH3:11])[C:5]=2[O-:6])[CH2:3][CH2:2]1.[Na+].C1(=O)CCCCC1.[OH:20][C:21]1[CH:26]=[C:25]([Cl:27])[N:24]=[N:23][C:22]=1Cl.C1(C2C=CC=C(C)C=2O)CC1, predict the reaction product. The product is: [Cl:27][C:25]1[N:24]=[N:23][C:22]([O:6][C:5]2[C:7]([CH3:11])=[CH:8][CH:9]=[CH:10][C:4]=2[CH:1]2[CH2:3][CH2:2]2)=[C:21]([OH:20])[CH:26]=1. (6) Given the reactants [H-].[Na+].[CH:3]([C:6]1[C:10]([C:11]([O:13][CH3:14])=[O:12])=[C:9]([CH3:15])[NH:8][C:7]=1[C:16]([O:18][CH2:19][CH3:20])=[O:17])([CH3:5])[CH3:4].Br[CH2:22][CH2:23][O:24][CH3:25].[CH3:26]N(C)C=O, predict the reaction product. The product is: [CH:3]([C:6]1[C:10]([C:11]([O:13][CH2:14][CH3:26])=[O:12])=[C:9]([CH3:15])[N:8]([CH2:22][CH2:23][O:24][CH3:25])[C:7]=1[C:16]([O:18][CH2:19][CH3:20])=[O:17])([CH3:5])[CH3:4]. (7) Given the reactants [CH3:1][CH:2]1[N:6]([C:7]([O:9][C:10]([CH3:13])([CH3:12])[CH3:11])=[O:8])[CH:5]([C:14]([O:16][CH2:17][CH3:18])=[O:15])[CH2:4][CH2:3]1.[Li+].C[Si]([N-][Si](C)(C)C)(C)C.[CH:29](=[O:31])[CH3:30], predict the reaction product. The product is: [OH:31][CH:29]([C:5]1([C:14]([O:16][CH2:17][CH3:18])=[O:15])[CH2:4][CH2:3][CH:2]([CH3:1])[N:6]1[C:7]([O:9][C:10]([CH3:13])([CH3:11])[CH3:12])=[O:8])[CH3:30].